This data is from Forward reaction prediction with 1.9M reactions from USPTO patents (1976-2016). The task is: Predict the product of the given reaction. (1) Given the reactants C([N:8]1[CH2:12][CH2:11][C@@H:10]([O:13][Si:14]([C:27]([CH3:30])([CH3:29])[CH3:28])([C:21]2[CH:26]=[CH:25][CH:24]=[CH:23][CH:22]=2)[C:15]2[CH:20]=[CH:19][CH:18]=[CH:17][CH:16]=2)[CH2:9]1)C1C=CC=CC=1.[ClH:31].[H][H], predict the reaction product. The product is: [ClH:31].[Si:14]([O:13][C@@H:10]1[CH2:11][CH2:12][NH:8][CH2:9]1)([C:27]([CH3:30])([CH3:28])[CH3:29])([C:15]1[CH:20]=[CH:19][CH:18]=[CH:17][CH:16]=1)[C:21]1[CH:22]=[CH:23][CH:24]=[CH:25][CH:26]=1. (2) Given the reactants Cl.[CH3:2][O:3][CH:4]1[CH2:7][NH:6][CH2:5]1.[C:8](#[N:11])[CH2:9]O.CCN(CC)CC, predict the reaction product. The product is: [CH3:2][O:3][CH:4]1[CH2:7][N:6]([CH2:9][C:8]#[N:11])[CH2:5]1. (3) Given the reactants [Cl:1][C:2]1[C:10]2[N:9]=[C:8]3[CH:11]([C:16]4[CH:21]=[CH:20][C:19]([Cl:22])=[CH:18][C:17]=4[Cl:23])[O:12][CH2:13][CH2:14][CH2:15][N:7]3[C:6]=2[C:5]([CH2:24][OH:25])=[CH:4][CH:3]=1.CC(OI1(OC(C)=O)(OC(C)=O)OC(=O)C2C=CC=CC1=2)=O, predict the reaction product. The product is: [Cl:1][C:2]1[CH:3]=[CH:4][C:5]([CH:24]=[O:25])=[C:6]2[C:10]=1[N:9]=[C:8]1[CH:11]([C:16]3[CH:21]=[CH:20][C:19]([Cl:22])=[CH:18][C:17]=3[Cl:23])[O:12][CH2:13][CH2:14][CH2:15][N:7]21. (4) Given the reactants Cl.C(OC([N:9]1[CH2:13][CH2:12][CH:11]([O:14][C:15]2[CH:20]=[C:19]([F:21])[CH:18]=[CH:17][C:16]=2[C:22]([N:24]2[CH2:38][C:27]3=[C:28]4[N:33]([N:34]=[C:26]3[CH2:25]2)[C:32]([CH3:35])=[C:31]([Cl:36])[C:30]([CH3:37])=[N:29]4)=[O:23])[CH2:10]1)=O)(C)(C)C, predict the reaction product. The product is: [Cl:36][C:31]1[C:30]([CH3:37])=[N:29][C:28]2[N:33]([N:34]=[C:26]3[CH2:25][N:24]([C:22]([C:16]4[CH:17]=[CH:18][C:19]([F:21])=[CH:20][C:15]=4[O:14][C@@H:11]4[CH2:12][CH2:13][NH:9][CH2:10]4)=[O:23])[CH2:38][C:27]3=2)[C:32]=1[CH3:35].